From a dataset of Catalyst prediction with 721,799 reactions and 888 catalyst types from USPTO. Predict which catalyst facilitates the given reaction. (1) Reactant: [O:1]=[C:2]([N:17]1[C:25]2[C:20](=[CH:21][C:22]([NH:26][C:27]([C:29]3[CH:34]=[CH:33][CH:32]=[CH:31][C:30]=3[C:35]3[CH:40]=[CH:39][C:38]([C:41]([F:44])([F:43])[F:42])=[CH:37][CH:36]=3)=[O:28])=[CH:23][CH:24]=2)[CH2:19][CH2:18]1)[CH2:3][C:4]1[N:8]=[C:7]([NH:9]C(=O)OC(C)(C)C)[S:6][N:5]=1.FC(F)(F)C(O)=O. Product: [NH2:9][C:7]1[S:6][N:5]=[C:4]([CH2:3][C:2]([N:17]2[C:25]3[C:20](=[CH:21][C:22]([NH:26][C:27]([C:29]4[C:30]([C:35]5[CH:36]=[CH:37][C:38]([C:41]([F:44])([F:43])[F:42])=[CH:39][CH:40]=5)=[CH:31][CH:32]=[CH:33][CH:34]=4)=[O:28])=[CH:23][CH:24]=3)[CH2:19][CH2:18]2)=[O:1])[N:8]=1. The catalyst class is: 4. (2) Reactant: C([O:4][C@@H:5]([CH3:40])[C:6]([NH:8][C:9]1[CH:14]=[C:13]([O:15][C:16]2[CH:21]=[C:20]([F:22])[C:19]([NH:23][C:24]([C:26]3([C:29](=[O:38])[NH:30][C:31]4[CH:36]=[CH:35][C:34]([F:37])=[CH:33][CH:32]=4)[CH2:28][CH2:27]3)=[O:25])=[CH:18][C:17]=2[F:39])[CH:12]=[CH:11][N:10]=1)=[O:7])(=O)C.C(=O)([O-])[O-].[K+].[K+]. Product: [F:22][C:20]1[CH:21]=[C:16]([O:15][C:13]2[CH:12]=[CH:11][N:10]=[C:9]([NH:8][C:6](=[O:7])[C@@H:5]([OH:4])[CH3:40])[CH:14]=2)[C:17]([F:39])=[CH:18][C:19]=1[NH:23][C:24]([C:26]1([C:29]([NH:30][C:31]2[CH:32]=[CH:33][C:34]([F:37])=[CH:35][CH:36]=2)=[O:38])[CH2:28][CH2:27]1)=[O:25]. The catalyst class is: 24.